From a dataset of Blood-brain barrier permeability classification from the B3DB database. Regression/Classification. Given a drug SMILES string, predict its absorption, distribution, metabolism, or excretion properties. Task type varies by dataset: regression for continuous measurements (e.g., permeability, clearance, half-life) or binary classification for categorical outcomes (e.g., BBB penetration, CYP inhibition). Dataset: b3db_classification. (1) The molecule is CCc1c(C)[nH]c2c1C(=O)C1CN(C)CCC1C2. The result is 1 (penetrates BBB). (2) The result is 0 (does not penetrate BBB). The drug is CC1(C)S[C@@H]2[C@H](NC(=O)C3(N)CCCCC3)C(=O)N2[C@H]1C(=O)O. (3) The molecule is CC(=O)OC1CC2CCC3C(CCC4(C)C3CC([N+]3(C)CCCCC3)C4OC(C)=O)C2(C)CC1[N+]1(C)CCCCC1. The result is 0 (does not penetrate BBB). (4) The compound is CC(C)[N+]1(C)C2CCC1CC(OC(=O)C(CO)c1ccccc1)C2. The result is 0 (does not penetrate BBB). (5) The drug is CCn1cc(C(=O)O)c(=O)c2cc3c(cc21)OCO3. The result is 0 (does not penetrate BBB). (6) The compound is C#CC1(O)CCC2C3CCC4=Cc5oncc5CC4(C)C3CCC21C. The result is 0 (does not penetrate BBB). (7) The molecule is O=[P@@]1(N(CCCl)CCCl)OCCCN1CCCl. The result is 1 (penetrates BBB). (8) The drug is O=C(O)C1CCN1C12CC3CC(CC(C3)C1)C2. The result is 1 (penetrates BBB). (9) The result is 0 (does not penetrate BBB). The drug is C[N+]1(CC2CC2)CC[C@]23c4c5ccc(O)c4O[C@H]2C(=O)CC[C@@]3(O)[C@H]1C5. (10) The result is 1 (penetrates BBB). The molecule is CC1CN2CC(=O)Nc3ccc(Cl)cc3C2(c2ccccc2)O1.